This data is from Full USPTO retrosynthesis dataset with 1.9M reactions from patents (1976-2016). The task is: Predict the reactants needed to synthesize the given product. (1) Given the product [N:21]([C:19]1[CH:18]=[CH:17][C:16]2[NH:12][CH:13]=[N:14][C:15]=2[CH:20]=1)=[C:1]=[S:2], predict the reactants needed to synthesize it. The reactants are: [C:1](Cl)(Cl)=[S:2].C(=O)([O-])[O-].[K+].[K+].O.[NH:12]1[C:16]2[CH:17]=[CH:18][C:19]([NH2:21])=[CH:20][C:15]=2[N:14]=[CH:13]1. (2) Given the product [ClH:16].[CH:9]([N:8]([CH2:7][C:6]([OH:15])=[O:5])[CH:12]([CH3:13])[CH3:14])([CH3:10])[CH3:11], predict the reactants needed to synthesize it. The reactants are: C([O:5][C:6](=[O:15])[CH2:7][N:8]([CH:12]([CH3:14])[CH3:13])[CH:9]([CH3:11])[CH3:10])(C)(C)C.[ClH:16]. (3) Given the product [Cl:1][C:2]1[CH:3]=[C:4]([C:8]2[C:13]([O:14][CH3:15])=[CH:12][CH:11]=[C:10]([CH2:16][C:17]3[CH:18]=[CH:19][C:20]([CH2:23][N:24]4[CH2:28][CH2:27][N:26]([CH3:31])[C:25]4=[O:29])=[N:21][CH:22]=3)[C:9]=2[F:30])[CH:5]=[CH:6][CH:7]=1, predict the reactants needed to synthesize it. The reactants are: [Cl:1][C:2]1[CH:3]=[C:4]([C:8]2[C:13]([O:14][CH3:15])=[CH:12][CH:11]=[C:10]([CH2:16][C:17]3[CH:18]=[CH:19][C:20]([CH2:23][N:24]4[CH2:28][CH2:27][NH:26][C:25]4=[O:29])=[N:21][CH:22]=3)[C:9]=2[F:30])[CH:5]=[CH:6][CH:7]=1.[CH2:31]1COCC1.[H-].[Na+].CI. (4) The reactants are: [Br:1][C:2]1[CH:7]=[C:6](F)[C:5]([N+:9]([O-:11])=[O:10])=[CH:4][C:3]=1[Cl:12].[NH2:13][CH2:14][CH:15]1[CH2:30][CH2:29][CH2:28][C:17]2([O:21][C:20](=[O:22])[N:19]([CH2:23][C:24]([CH3:27])([CH3:26])[CH3:25])[CH2:18]2)[CH2:16]1.C(=O)([O-])[O-].[K+].[K+]. Given the product [Br:1][C:2]1[C:3]([Cl:12])=[CH:4][C:5]([N+:9]([O-:11])=[O:10])=[C:6]([NH:13][CH2:14][CH:15]2[CH2:30][CH2:29][CH2:28][C:17]3([O:21][C:20](=[O:22])[N:19]([CH2:23][C:24]([CH3:26])([CH3:27])[CH3:25])[CH2:18]3)[CH2:16]2)[CH:7]=1, predict the reactants needed to synthesize it. (5) Given the product [CH3:16][O:15][C:12]1[CH:13]=[CH:14][C:9]([CH2:8][N:7]2[C:3]([NH:1][N:2]=[C:18]([CH3:20])[CH3:17])=[N:4][N:5]=[N:6]2)=[CH:10][CH:11]=1, predict the reactants needed to synthesize it. The reactants are: [NH:1]([C:3]1[N:7]([CH2:8][C:9]2[CH:14]=[CH:13][C:12]([O:15][CH3:16])=[CH:11][CH:10]=2)[N:6]=[N:5][N:4]=1)[NH2:2].[CH3:17][C:18]([CH3:20])=O.